From a dataset of Forward reaction prediction with 1.9M reactions from USPTO patents (1976-2016). Predict the product of the given reaction. Given the reactants C[O:2][C:3]([CH:5]1[CH2:10][CH2:9][N:8]([CH2:11][C:12]2[CH:17]=[CH:16][CH:15]=[CH:14][CH:13]=2)[CH:7]([CH3:18])[C:6]1=O)=O.Cl.[CH:21]([NH2:23])=[NH:22].CC[O-].[Na+], predict the reaction product. The product is: [CH2:11]([N:8]1[CH2:9][CH2:10][C:5]2[C:3](=[O:2])[NH:23][CH:21]=[N:22][C:6]=2[CH:7]1[CH3:18])[C:12]1[CH:17]=[CH:16][CH:15]=[CH:14][CH:13]=1.